From a dataset of Reaction yield outcomes from USPTO patents with 853,638 reactions. Predict the reaction yield, written as a fraction of the theoretical maximum amount of product (1.0 means a 100% yield; for example, 0.34 means a 34% yield). The reactants are [CH3:1][O:2][C:3]1[C:8]2[N:9]=C(C)O[C:12](=[O:13])[C:7]=2[CH:6]=[CH:5][CH:4]=1.[C:15]1([Mg]Br)[CH:20]=[CH:19][CH:18]=[CH:17][CH:16]=1. The catalyst is CCOCC. The product is [NH2:9][C:8]1[C:3]([O:2][CH3:1])=[CH:4][CH:5]=[CH:6][C:7]=1[C:12]([C:15]1[CH:20]=[CH:19][CH:18]=[CH:17][CH:16]=1)=[O:13]. The yield is 0.320.